From a dataset of Full USPTO retrosynthesis dataset with 1.9M reactions from patents (1976-2016). Predict the reactants needed to synthesize the given product. Given the product [C:68]([C:71]1[CH:76]=[CH:75][C:74]([C:10]2[N:11]([CH2:14][C:15]([N:17]3[CH2:22][CH2:21][O:20][CH2:19][CH2:18]3)=[O:16])[C:12]3[C:8]([C:9]=2[CH:24]2[CH2:29][CH2:28][CH2:27][CH2:26][CH2:25]2)=[CH:7][CH:6]=[C:5]([C:3]([OH:2])=[O:4])[CH:13]=3)=[CH:73][CH:72]=1)(=[O:70])[CH3:69], predict the reactants needed to synthesize it. The reactants are: C[O:2][C:3]([C:5]1[CH:13]=[C:12]2[C:8]([C:9]([CH:24]3[CH2:29][CH2:28][CH2:27][CH2:26][CH2:25]3)=[C:10](Br)[N:11]2[CH2:14][C:15]([N:17]2[CH2:22][CH2:21][O:20][CH2:19][CH2:18]2)=[O:16])=[CH:7][CH:6]=1)=[O:4].BrC1N(CC(N2CCOCC2)=O)C2C(C=1C1CCCCC1)=CC=C(C(O)=O)C=2.OC1C=CC(B(O)O)=CC=1.[C:68]([C:71]1[CH:76]=[CH:75][C:74](B(O)O)=[CH:73][CH:72]=1)(=[O:70])[CH3:69].